Task: Predict the product of the given reaction.. Dataset: Forward reaction prediction with 1.9M reactions from USPTO patents (1976-2016) Given the reactants O1CCOCC1.[ClH:7].[O:8]=[C:9]1[NH:13][C:12](=[O:14])[O:11][N:10]1[CH2:15][C:16]1[CH:49]=[CH:48][C:19]([O:20][CH2:21][C:22]2[C:23]([CH3:47])=[C:24]([C:28]3[CH:33]=[CH:32][C:31]([O:34][CH2:35][CH2:36][CH2:37][NH:38]C(=O)OC(C)(C)C)=[CH:30][C:29]=3[CH3:46])[CH:25]=[CH:26][CH:27]=2)=[CH:18][CH:17]=1, predict the reaction product. The product is: [ClH:7].[NH2:38][CH2:37][CH2:36][CH2:35][O:34][C:31]1[CH:32]=[CH:33][C:28]([C:24]2[CH:25]=[CH:26][CH:27]=[C:22]([CH2:21][O:20][C:19]3[CH:48]=[CH:49][C:16]([CH2:15][N:10]4[C:9](=[O:8])[NH:13][C:12](=[O:14])[O:11]4)=[CH:17][CH:18]=3)[C:23]=2[CH3:47])=[C:29]([CH3:46])[CH:30]=1.